Dataset: Forward reaction prediction with 1.9M reactions from USPTO patents (1976-2016). Task: Predict the product of the given reaction. (1) The product is: [CH3:21][S:22]([O:1][C@H:2]1[CH2:6][CH2:5][N:4]([C:7]([O:9][C:10]([CH3:13])([CH3:12])[CH3:11])=[O:8])[CH2:3]1)(=[O:24])=[O:23]. Given the reactants [OH:1][C@H:2]1[CH2:6][CH2:5][N:4]([C:7]([O:9][C:10]([CH3:13])([CH3:12])[CH3:11])=[O:8])[CH2:3]1.CCN(CC)CC.[CH3:21][S:22](Cl)(=[O:24])=[O:23], predict the reaction product. (2) The product is: [OH:31][CH:30]=[C:10]1[C:9]2[C:4](=[CH:5][C:6]([C:11]([C:13]3[CH:14]=[C:15]([NH:19][C:20]([C:22]4[N:23]([CH:27]([CH3:29])[CH3:28])[N:24]=[CH:25][CH:26]=4)=[O:21])[CH:16]=[CH:17][CH:18]=3)=[O:12])=[CH:7][CH:8]=2)[NH:3][C:2]1=[O:1]. Given the reactants [O:1]=[C:2]1[CH2:10][C:9]2[C:4](=[CH:5][C:6]([C:11]([C:13]3[CH:14]=[C:15]([NH:19][C:20]([C:22]4[N:23]([CH:27]([CH3:29])[CH3:28])[N:24]=[CH:25][CH:26]=4)=[O:21])[CH:16]=[CH:17][CH:18]=3)=[O:12])=[CH:7][CH:8]=2)[NH:3]1.[CH:30](OCC)=[O:31].[O-]CC.[Na+].Cl, predict the reaction product.